This data is from Catalyst prediction with 721,799 reactions and 888 catalyst types from USPTO. The task is: Predict which catalyst facilitates the given reaction. Reactant: [CH2:1]([C:3]1[CH:18]=[C:17]([C:19](=[NH:22])[NH:20][OH:21])[CH:16]=[C:15]([CH3:23])[C:4]=1[O:5][CH2:6][C@@H:7]([OH:14])[CH2:8][NH:9][C:10](=[O:13])[CH2:11][OH:12])[CH3:2].CCN=C=NCCCN(C)C.Cl.C1C=CC2N(O)N=NC=2C=1.[CH2:46]([C:48]1[CH:49]=[C:50]([CH:54]=[CH:55][N:56]=1)[C:51](O)=O)[CH3:47]. Product: [CH2:1]([C:3]1[CH:18]=[C:17]([C:19]2[N:22]=[C:51]([C:50]3[CH:54]=[CH:55][N:56]=[C:48]([CH2:46][CH3:47])[CH:49]=3)[O:21][N:20]=2)[CH:16]=[C:15]([CH3:23])[C:4]=1[O:5][CH2:6][C@@H:7]([OH:14])[CH2:8][NH:9][C:10](=[O:13])[CH2:11][OH:12])[CH3:2]. The catalyst class is: 39.